From a dataset of Forward reaction prediction with 1.9M reactions from USPTO patents (1976-2016). Predict the product of the given reaction. (1) Given the reactants [CH:1]([O:3][CH2:4][CH:5]([CH3:7])[CH3:6])=[CH2:2].N(C(C)(C)C(OC)=O)=NC(C)(C)[C:11](OC)=[O:12], predict the reaction product. The product is: [CH:1]([O:3][CH2:4][CH2:5][CH2:7][CH2:11][OH:12])=[CH2:2].[CH:1]([O:3][CH2:4][CH:5]([CH3:7])[CH3:6])=[CH2:2]. (2) Given the reactants C([N:8]1[CH2:13][CH2:12][CH:11]([N:14]2[CH2:18][CH2:17][N:16]([CH2:19][CH2:20][CH2:21][N:22]3[CH2:26][CH2:25][CH2:24][CH:23]3[CH3:27])[C:15]2=[C:28]([C:31]#[N:32])[C:29]#[N:30])[CH2:10][CH2:9]1)C1C=CC=CC=1.ClC(OC(Cl)C)=O, predict the reaction product. The product is: [CH3:27][CH:23]1[CH2:24][CH2:25][CH2:26][N:22]1[CH2:21][CH2:20][CH2:19][N:16]1[CH2:17][CH2:18][N:14]([CH:11]2[CH2:10][CH2:9][NH:8][CH2:13][CH2:12]2)[C:15]1=[C:28]([C:29]#[N:30])[C:31]#[N:32].